Dataset: Reaction yield outcomes from USPTO patents with 853,638 reactions. Task: Predict the reaction yield, written as a fraction of the theoretical maximum amount of product (1.0 means a 100% yield; for example, 0.34 means a 34% yield). (1) The reactants are [NH2:1][C:2]1[C:3]([Cl:9])=[N:4][CH:5]=[N:6][C:7]=1Cl.[Cl:10][C:11]1[CH:17]=[CH:16][C:14]([NH2:15])=[CH:13][CH:12]=1.Cl. The catalyst is O.C(O)C. The product is [Cl:9][C:3]1[N:4]=[CH:5][N:6]=[C:7]([NH:15][C:14]2[CH:16]=[CH:17][C:11]([Cl:10])=[CH:12][CH:13]=2)[C:2]=1[NH2:1]. The yield is 0.980. (2) The reactants are C(=O)([O-])[O-].[K+].[K+].[Cl:7][C:8]1[CH:13]=[CH:12][C:11]([CH2:14][C:15]([NH:17][C:18]2[CH:19]=[N:20][CH:21]=[C:22]([C:24]([C:26]3[C:34]4[CH:33]=[N:32][CH:31]=[N:30][C:29]=4[NH:28][CH:27]=3)=[O:25])[CH:23]=2)=[O:16])=[CH:10][CH:9]=1.[CH3:35][S:36][CH2:37]Cl.O. The catalyst is CN(C=O)C. The product is [Cl:7][C:8]1[CH:13]=[CH:12][C:11]([CH2:14][C:15]([NH:17][C:18]2[CH:19]=[N:20][CH:21]=[C:22]([C:24]([C:26]3[C:34]4[CH:33]=[N:32][CH:31]=[N:30][C:29]=4[N:28]([CH2:35][S:36][CH3:37])[CH:27]=3)=[O:25])[CH:23]=2)=[O:16])=[CH:10][CH:9]=1. The yield is 0.360.